Dataset: Reaction yield outcomes from USPTO patents with 853,638 reactions. Task: Predict the reaction yield, written as a fraction of the theoretical maximum amount of product (1.0 means a 100% yield; for example, 0.34 means a 34% yield). The reactants are Br[C:2]1[CH:3]=[N:4][C:5]([N:8]2[CH2:13][CH2:12][CH:11]([N:14]([CH3:22])[C:15](=[O:21])[O:16][C:17]([CH3:20])([CH3:19])[CH3:18])[CH2:10][CH2:9]2)=[N:6][CH:7]=1.C([O-])(=O)C.[K+].[B:28]1([B:28]2[O:32][C:31]([CH3:34])([CH3:33])[C:30]([CH3:36])([CH3:35])[O:29]2)[O:32][C:31]([CH3:34])([CH3:33])[C:30]([CH3:36])([CH3:35])[O:29]1.C1(P(C2CCCCC2)C2C=CC=CC=2C2C(C(C)C)=CC(C(C)C)=CC=2C(C)C)CCCCC1. The catalyst is O1CCOCC1.C1C=CC(/C=C/C(/C=C/C2C=CC=CC=2)=O)=CC=1.C1C=CC(/C=C/C(/C=C/C2C=CC=CC=2)=O)=CC=1.C1C=CC(/C=C/C(/C=C/C2C=CC=CC=2)=O)=CC=1.[Pd].[Pd]. The product is [CH3:22][N:14]([CH:11]1[CH2:12][CH2:13][N:8]([C:5]2[N:4]=[CH:3][C:2]([B:28]3[O:32][C:31]([CH3:34])([CH3:33])[C:30]([CH3:36])([CH3:35])[O:29]3)=[CH:7][N:6]=2)[CH2:9][CH2:10]1)[C:15](=[O:21])[O:16][C:17]([CH3:20])([CH3:19])[CH3:18]. The yield is 0.587.